This data is from Full USPTO retrosynthesis dataset with 1.9M reactions from patents (1976-2016). The task is: Predict the reactants needed to synthesize the given product. Given the product [Cl:1][C:2]1[N:3]=[C:4]([C:9]([NH:11][C@@H:12]2[CH2:17][CH2:16][N:15]([C:18]3[S:38][C:39]4[C:45]([C:46]([O:48][CH2:49][CH3:50])=[O:47])=[CH:44][CH:43]=[CH:42][C:40]=4[N:41]=3)[CH2:14][C@H:13]2[NH:25][CH:26]([CH3:27])[CH3:28])=[O:10])[NH:5][C:6]=1[CH2:7][CH3:8], predict the reactants needed to synthesize it. The reactants are: [Cl:1][C:2]1[N:3]=[C:4]([C:9]([NH:11][C@@H:12]2[CH2:17][CH2:16][N:15]([C:18](OC(C)(C)C)=O)[CH2:14][C@H:13]2[NH:25][CH:26]([CH3:28])[CH3:27])=[O:10])[NH:5][C:6]=1[CH2:7][CH3:8].Cl.O1CCOCC1.BrC1[S:38][C:39]2[C:45]([C:46]([O:48][CH2:49][CH3:50])=[O:47])=[CH:44][CH:43]=[CH:42][C:40]=2[N:41]=1.C(=O)([O-])[O-].[Na+].[Na+].